This data is from Peptide-MHC class I binding affinity with 185,985 pairs from IEDB/IMGT. The task is: Regression. Given a peptide amino acid sequence and an MHC pseudo amino acid sequence, predict their binding affinity value. This is MHC class I binding data. (1) The peptide sequence is EEAQIQQEKNM. The MHC is Mamu-B17 with pseudo-sequence Mamu-B17. The binding affinity (normalized) is 0. (2) The peptide sequence is ITPADEPM. The binding affinity (normalized) is 0.682. The MHC is Mamu-A01 with pseudo-sequence Mamu-A01. (3) The peptide sequence is MSRKLHRYI. The MHC is HLA-A68:02 with pseudo-sequence HLA-A68:02. The binding affinity (normalized) is 0.0847. (4) The peptide sequence is GRIDKPILK. The MHC is HLA-A02:01 with pseudo-sequence HLA-A02:01. The binding affinity (normalized) is 0.0847.